This data is from Catalyst prediction with 721,799 reactions and 888 catalyst types from USPTO. The task is: Predict which catalyst facilitates the given reaction. (1) Reactant: C(O[C:4]([C:6]1[C:11](=O)[NH:10][C:9]([S:13][CH3:14])=[N:8][C:7]=1[C:15]1[CH:20]=[CH:19][CH:18]=[CH:17][CH:16]=1)=[O:5])C.O=P(Cl)(Cl)Cl.[SH:26][CH2:27][C:28]([O:30][CH2:31][CH3:32])=[O:29]. Product: [OH:5][C:4]1[C:6]2[C:7]([C:15]3[CH:16]=[CH:17][CH:18]=[CH:19][CH:20]=3)=[N:8][C:9]([S:13][CH3:14])=[N:10][C:11]=2[S:26][C:27]=1[C:28]([O:30][CH2:31][CH3:32])=[O:29]. The catalyst class is: 644. (2) Reactant: Br[C:2]1[O:6][C:5]([C:7]([O:9][CH3:10])=[O:8])=[CH:4][CH:3]=1.C([Mg]Br)(C)C.[Cu]C#N.Br[CH2:20][C:21]#[C:22][CH3:23].[Cl-].[NH4+]. Product: [CH2:20]([C:2]1[O:6][C:5]([C:7]([O:9][CH3:10])=[O:8])=[CH:4][CH:3]=1)[C:21]#[C:22][CH3:23]. The catalyst class is: 7. (3) The catalyst class is: 61. Reactant: C(O)(C(F)(F)F)=O.O1CCCCC1[O:14][NH:15][C:16]([C:18]1[CH:19]=[N:20][C:21]([N:24]2[CH2:27][CH:26]([NH:28][S:29]([C:32]3[CH:41]=[CH:40][C:39]4[C:34](=[CH:35][CH:36]=[CH:37][CH:38]=4)[CH:33]=3)(=[O:31])=[O:30])[CH2:25]2)=[N:22][CH:23]=1)=[O:17]. Product: [OH:14][NH:15][C:16]([C:18]1[CH:23]=[N:22][C:21]([N:24]2[CH2:27][CH:26]([NH:28][S:29]([C:32]3[CH:41]=[CH:40][C:39]4[C:34](=[CH:35][CH:36]=[CH:37][CH:38]=4)[CH:33]=3)(=[O:31])=[O:30])[CH2:25]2)=[N:20][CH:19]=1)=[O:17]. (4) Reactant: [Cl:1][C:2]1[CH:7]=[C:6]2[N:8]([CH2:41][OH:42])[C:9](=[O:40])[C:10]3([CH:15]([C:16]4[CH:21]=[C:20]([Cl:22])[CH:19]=[CH:18][C:17]=4[O:23][C:24]([C:27]([O:29][CH3:30])=[O:28])([CH3:26])[CH3:25])[CH2:14][C:13](=[O:31])[NH:12][CH:11]3[C:32]3[CH:37]=[C:36]([F:38])[CH:35]=[CH:34][C:33]=3[CH3:39])[C:5]2=[CH:4][CH:3]=1.[C:43](OC(=O)C)(=[O:45])[CH3:44].CCN(CC)CC. Product: [C:43]([O:42][CH2:41][N:8]1[C:6]2[C:5](=[CH:4][CH:3]=[C:2]([Cl:1])[CH:7]=2)[C:10]2([CH:15]([C:16]3[CH:21]=[C:20]([Cl:22])[CH:19]=[CH:18][C:17]=3[O:23][C:24]([C:27]([O:29][CH3:30])=[O:28])([CH3:26])[CH3:25])[CH2:14][C:13](=[O:31])[NH:12][CH:11]2[C:32]2[CH:37]=[C:36]([F:38])[CH:35]=[CH:34][C:33]=2[CH3:39])[C:9]1=[O:40])(=[O:45])[CH3:44]. The catalyst class is: 2.